Dataset: Forward reaction prediction with 1.9M reactions from USPTO patents (1976-2016). Task: Predict the product of the given reaction. (1) The product is: [CH3:1][O:2][C:3](=[O:24])[CH:4]([C:5]1[N:6]=[C:7]([C:11]2[CH:12]=[N:13][C:14]([S:17][C:18]3[CH:19]=[CH:20][CH:21]=[CH:22][CH:23]=3)=[CH:15][CH:16]=2)[O:8][C:9]=1[CH3:10])[CH3:25]. Given the reactants [CH3:1][O:2][C:3](=[O:24])[CH2:4][C:5]1[N:6]=[C:7]([C:11]2[CH:12]=[N:13][C:14]([S:17][C:18]3[CH:23]=[CH:22][CH:21]=[CH:20][CH:19]=3)=[CH:15][CH:16]=2)[O:8][C:9]=1[CH3:10].[CH:25]([N-]C(C)C)(C)C.[Li+].CN(C)P(N(C)C)(N(C)C)=O.CI, predict the reaction product. (2) Given the reactants [CH3:1][O:2][C:3]1[CH:4]=[C:5]2[C:10](=[CH:11][C:12]=1[O:13][CH2:14][CH2:15][CH2:16]Cl)[N:9]=[CH:8][NH:7][C:6]2=[O:18].[NH:19]1[CH2:24][CH2:23][O:22][CH2:21][CH2:20]1.C(O)(CC)C, predict the reaction product. The product is: [CH3:1][O:2][C:3]1[CH:4]=[C:5]2[C:10](=[CH:11][C:12]=1[O:13][CH2:14][CH2:15][CH2:16][N:19]1[CH2:24][CH2:23][O:22][CH2:21][CH2:20]1)[N:9]=[CH:8][NH:7][C:6]2=[O:18]. (3) The product is: [OH:9][C:6]1[CH:7]=[CH:8][C:3]2[N:2]=[CH:11][O:10][C:4]=2[CH:5]=1. Given the reactants Cl.[NH2:2][C:3]1[CH:8]=[CH:7][C:6]([OH:9])=[CH:5][C:4]=1[OH:10].[CH:11](OCC)(OCC)OCC.S(=O)(=O)(O)O.C(O)C, predict the reaction product. (4) Given the reactants [CH2:1]([O:3][C:4]1[CH:9]=[CH:8][N:7]=[C:6]([CH2:10][S:11][C:12]2[CH:17]=[CH:16][C:15]([N+:18]([O-])=O)=[CH:14][C:13]=2[CH3:21])[CH:5]=1)[CH3:2], predict the reaction product. The product is: [CH2:1]([O:3][C:4]1[CH:9]=[CH:8][N:7]=[C:6]([CH2:10][S:11][C:12]2[CH:17]=[CH:16][C:15]([NH2:18])=[CH:14][C:13]=2[CH3:21])[CH:5]=1)[CH3:2]. (5) Given the reactants [CH3:1][O:2][C:3]1[C:4]([O:26][CH3:27])=[CH:5][C:6]2[C:7]3[C:15]([C:16]4[CH:23]=[CH:22][C:19]([C:20]#[N:21])=[C:18]([CH2:24][OH:25])[CH:17]=4)=[N:14][NH:13][C:8]=3[CH:9]=[N:10][C:11]=2[CH:12]=1.CI.[C:30](=O)([O-])[O-].[K+].[K+], predict the reaction product. The product is: [CH3:1][O:2][C:3]1[C:4]([O:26][CH3:27])=[CH:5][C:6]2[C:7]3[C:15]([C:16]4[CH:23]=[CH:22][C:19]([C:20]#[N:21])=[C:18]([CH2:24][OH:25])[CH:17]=4)=[N:14][N:13]([CH3:30])[C:8]=3[CH:9]=[N:10][C:11]=2[CH:12]=1. (6) Given the reactants [CH3:1][N:2]1[CH:6]=[CH:5][C:4]([CH2:7][O:8][C:9]2[CH:14]=[C:13]([NH:15][CH2:16][C:17]3[CH:22]=[CH:21][C:20]([O:23][C:24]([F:27])([F:26])[F:25])=[CH:19][C:18]=3[CH3:28])[C:12]([NH2:29])=[CH:11][CH:10]=2)=[N:3]1.[C:30]1(=[O:40])[C@@H:38]2[C@@H:33]([CH2:34][CH2:35][CH2:36][CH2:37]2)[C:32](=O)[O:31]1, predict the reaction product. The product is: [CH3:1][N:2]1[CH:6]=[CH:5][C:4]([CH2:7][O:8][C:9]2[CH:10]=[CH:11][C:12]3[N:29]=[C:32]([C@H:33]4[CH2:34][CH2:35][CH2:36][CH2:37][C@H:38]4[C:30]([OH:40])=[O:31])[N:15]([CH2:16][C:17]4[CH:22]=[CH:21][C:20]([O:23][C:24]([F:25])([F:26])[F:27])=[CH:19][C:18]=4[CH3:28])[C:13]=3[CH:14]=2)=[N:3]1. (7) Given the reactants [CH:1]1C=C[NH+]=C[CH:6]=1.[O-][Cr](Cl)(=O)=O.[OH:12][CH:13]([CH2:19][CH2:20][CH2:21][CH2:22][CH2:23][CH3:24])[CH2:14][CH2:15][C:16]([OH:18])=[O:17].Cl, predict the reaction product. The product is: [O:12]=[C:13]([CH2:19][CH2:20][CH2:21][CH2:22][CH2:23][CH3:24])[CH2:14][CH2:15][C:16]([O:18][CH2:1][CH3:6])=[O:17].